Dataset: Catalyst prediction with 721,799 reactions and 888 catalyst types from USPTO. Task: Predict which catalyst facilitates the given reaction. Reactant: [O:1]1[CH2:6][CH2:5][CH:4]([CH2:7][OH:8])[CH2:3][CH2:2]1.[C:9]1([CH3:19])[CH:14]=[CH:13][C:12]([S:15](Cl)(=[O:17])=[O:16])=[CH:11][CH:10]=1.C(N(CC)CC)C. Product: [O:1]1[CH2:6][CH2:5][CH:4]([CH2:7][O:8][S:15]([C:12]2[CH:13]=[CH:14][C:9]([CH3:19])=[CH:10][CH:11]=2)(=[O:17])=[O:16])[CH2:3][CH2:2]1. The catalyst class is: 79.